Dataset: Forward reaction prediction with 1.9M reactions from USPTO patents (1976-2016). Task: Predict the product of the given reaction. (1) Given the reactants [Cl:1][C:2]1[C:7]([O:8][CH3:9])=[CH:6][C:5]([O:10][CH3:11])=[C:4]([Cl:12])[C:3]=1[C:13]1[CH:14]=[C:15]2[C:20](=[CH:21][CH:22]=1)[N:19]=[C:18]([NH:23][C@H:24]1[C@@H:28]([N:29]3C(=O)C4C(=CC=CC=4)C3=O)[CH2:27][C@@H:26]([C:40]([O:42][CH3:43])=[O:41])[CH2:25]1)[N:17]=[CH:16]2.O.NN, predict the reaction product. The product is: [NH2:29][C@@H:28]1[C@H:24]([NH:23][C:18]2[N:17]=[CH:16][C:15]3[C:20](=[CH:21][CH:22]=[C:13]([C:3]4[C:4]([Cl:12])=[C:5]([O:10][CH3:11])[CH:6]=[C:7]([O:8][CH3:9])[C:2]=4[Cl:1])[CH:14]=3)[N:19]=2)[CH2:25][CH:26]([C:40]([O:42][CH3:43])=[O:41])[CH2:27]1. (2) The product is: [OH:1][C@@H:2]([C@H:4]1[C:24](=[O:25])[N:6]2[C:7]([C:21]([O:23][CH2:27][CH3:28])=[O:22])=[C:8]([S:11]/[CH:12]=[CH:13]\[C:14]3[S:18][CH:17]=[N:16][C:15]=3[CH2:19][OH:20])[C@H:9]([CH3:10])[C@H:5]12)[CH3:3]. Given the reactants [OH:1][C@@H:2]([C@H:4]1[C:24](=[O:25])[N:6]2[C:7]([C:21]([O-:23])=[O:22])=[C:8]([S:11]/[CH:12]=[CH:13]\[C:14]3[S:18][CH:17]=[N:16][C:15]=3[CH2:19][OH:20])[C@H:9]([CH3:10])[C@H:5]12)[CH3:3].[Na+].[CH2:27](I)[CH3:28], predict the reaction product. (3) Given the reactants [CH:1]1([C:4]2[C:5]([CH:11]([CH2:31][CH3:32])[CH2:12][C@@H:13]([C:24]([O:26][C:27]([CH3:30])([CH3:29])[CH3:28])=[O:25])[C:14]([O:16][CH2:17][C:18]3[CH:23]=[CH:22][CH:21]=[CH:20][CH:19]=3)=[O:15])=[N:6][O:7][C:8]=2[CH2:9][OH:10])[CH2:3][CH2:2]1.CC(OI1(OC(C)=O)(OC(C)=O)OC(=O)C2C=CC=CC1=2)=O.S([O-])([O-])=O.[Na+].[Na+].C(=O)([O-])O.[Na+], predict the reaction product. The product is: [CH:1]1([C:4]2[C:5]([CH:11]([CH2:31][CH3:32])[CH2:12][C@@H:13]([C:24]([O:26][C:27]([CH3:29])([CH3:28])[CH3:30])=[O:25])[C:14]([O:16][CH2:17][C:18]3[CH:19]=[CH:20][CH:21]=[CH:22][CH:23]=3)=[O:15])=[N:6][O:7][C:8]=2[CH:9]=[O:10])[CH2:2][CH2:3]1. (4) Given the reactants [CH:1]([C:4]1[CH:9]=[CH:8][C:7]([CH:10]2[C:14]3[C:15]([CH3:22])=[C:16]([NH2:21])[C:17]([CH3:20])=[C:18]([CH3:19])[C:13]=3[O:12][C:11]2([CH3:24])[CH3:23])=[CH:6][CH:5]=1)([CH3:3])[CH3:2].[CH3:25][O:26][C:27]1[CH:32]=[CH:31][C:30]([CH2:33][CH2:34][C:35](Cl)=[O:36])=[CH:29][CH:28]=1, predict the reaction product. The product is: [CH:1]([C:4]1[CH:9]=[CH:8][C:7]([CH:10]2[C:14]3[C:15]([CH3:22])=[C:16]([NH:21][C:35](=[O:36])[CH2:34][CH2:33][C:30]4[CH:31]=[CH:32][C:27]([O:26][CH3:25])=[CH:28][CH:29]=4)[C:17]([CH3:20])=[C:18]([CH3:19])[C:13]=3[O:12][C:11]2([CH3:24])[CH3:23])=[CH:6][CH:5]=1)([CH3:3])[CH3:2]. (5) Given the reactants [CH3:1][C:2]1[C:7]([O:8][CH3:9])=[CH:6][CH:5]=[CH:4][C:3]=1[OH:10].CNC(=O)[C:14]1[CH:19]=[C:18](F)[C:17]([Cl:21])=[CH:16][C:15]=1[F:22].C(=O)([O-])[O-].[K+].[K+].C(OC(C)C)(C)C.[CH3:37][N:38]([CH:40]=[O:41])C, predict the reaction product. The product is: [Cl:21][C:17]1[C:18]([O:10][C:3]2[CH:4]=[CH:5][CH:6]=[C:7]([O:8][CH3:9])[C:2]=2[CH3:1])=[C:19]([CH:14]=[C:15]([F:22])[CH:16]=1)[C:40]([NH:38][CH3:37])=[O:41]. (6) Given the reactants [F:1][C:2]1[C:10]2[S:9][CH:8]=[C:7]([CH:11]=O)[C:6]=2[CH:5]=[CH:4][CH:3]=1.[S:13]([NH2:17])([NH2:16])(=[O:15])=[O:14].[BH4-].[Na+].O, predict the reaction product. The product is: [F:1][C:2]1[C:10]2[S:9][CH:8]=[C:7]([CH2:11][NH:16][S:13]([NH2:17])(=[O:15])=[O:14])[C:6]=2[CH:5]=[CH:4][CH:3]=1.